Dataset: Reaction yield outcomes from USPTO patents with 853,638 reactions. Task: Predict the reaction yield, written as a fraction of the theoretical maximum amount of product (1.0 means a 100% yield; for example, 0.34 means a 34% yield). (1) The reactants are [CH3:1][O:2][C:3]([C:5]1[CH:6]=[CH:7][C:8]2[O:13][CH:12](Br)[CH:11](Br)[N:10]([C:16]([O:18][C:19]([CH3:22])([CH3:21])[CH3:20])=[O:17])[C:9]=2[CH:23]=1)=[O:4].[Na+].[I-]. The catalyst is CC(C)=O. The product is [CH3:1][O:2][C:3]([C:5]1[CH:6]=[CH:7][C:8]2[O:13][CH:12]=[CH:11][N:10]([C:16]([O:18][C:19]([CH3:21])([CH3:20])[CH3:22])=[O:17])[C:9]=2[CH:23]=1)=[O:4]. The yield is 0.920. (2) The reactants are Cl[C:2]1[N:7]=[C:6]([NH:8][C:9]2[NH:13][N:12]=[C:11]([CH:14]3[CH2:16][CH2:15]3)[CH:10]=2)[C:5]([F:17])=[CH:4][N:3]=1.[F:18][C:19]1[CH:20]=[CH:21][C:22]([C@@H:25](N)[CH3:26])=[N:23][CH:24]=1.CC[N:30](C(C)C)C(C)C. The catalyst is CCCCO. The product is [F:17][C:5]1[C:4]([NH2:30])=[N:3][C@H:2]([NH:7][CH:25]([C:22]2[CH:21]=[CH:20][C:19]([F:18])=[CH:24][N:23]=2)[CH3:26])[N:8]([C:9]2[CH:10]=[C:11]([CH:14]3[CH2:16][CH2:15]3)[NH:12][N:13]=2)[CH:6]=1. The yield is 0.620. (3) The reactants are [CH2:1]([C:3]1[C:4]([O:14][CH2:15][CH2:16][CH2:17][C:18]2[C:19]([CH2:33][CH2:34][CH3:35])=[N:20][N:21]([C:23]3[CH:28]=[CH:27][C:26]([C:29]([F:32])([F:31])[F:30])=[CH:25][N:24]=3)[CH:22]=2)=[C:5]([CH2:9][C:10]([O:12]C)=[O:11])[CH:6]=[CH:7][CH:8]=1)[CH3:2].[OH-].[Na+].O1CCCC1.Cl. The catalyst is CO. The product is [CH2:1]([C:3]1[C:4]([O:14][CH2:15][CH2:16][CH2:17][C:18]2[C:19]([CH2:33][CH2:34][CH3:35])=[N:20][N:21]([C:23]3[CH:28]=[CH:27][C:26]([C:29]([F:32])([F:31])[F:30])=[CH:25][N:24]=3)[CH:22]=2)=[C:5]([CH2:9][C:10]([OH:12])=[O:11])[CH:6]=[CH:7][CH:8]=1)[CH3:2]. The yield is 0.960. (4) The reactants are C(N(CC)CC)C.[C:8]1([CH3:18])[CH:13]=[CH:12][C:11]([S:14](Cl)(=[O:16])=[O:15])=[CH:10][CH:9]=1.[F:19][CH2:20][CH2:21][CH2:22][OH:23].O1CCCC1. The catalyst is CN(C)C1C=CN=CC=1.C(OCC)(=O)C.O. The product is [CH3:18][C:8]1[CH:13]=[CH:12][C:11]([S:14]([O:23][CH2:22][CH2:21][CH2:20][F:19])(=[O:16])=[O:15])=[CH:10][CH:9]=1. The yield is 0.850. (5) The reactants are [CH3:1][C:2]1[CH:6]=[CH:5][O:4][C:3]=1[C:7]([OH:9])=O.C(N(CC)C(C)C)(C)C.CN(C(ON1N=NC2C=CC=CC1=2)=[N+](C)C)C.F[P-](F)(F)(F)(F)F.[NH2:43][C:44]1[CH:49]=[CH:48][C:47]([CH:50]2[CH2:64][N:54]3[C:55](=[O:63])[NH:56][C:57]4[CH:58]=[CH:59][CH:60]=[CH:61][C:62]=4[C:53]3=[N:52][CH2:51]2)=[CH:46][CH:45]=1. The catalyst is CN(C=O)C. The product is [CH3:1][C:2]1[CH:6]=[CH:5][O:4][C:3]=1[C:7]([NH:43][C:44]1[CH:49]=[CH:48][C:47]([CH:50]2[CH2:64][N:54]3[C:55](=[O:63])[NH:56][C:57]4[CH:58]=[CH:59][CH:60]=[CH:61][C:62]=4[C:53]3=[N:52][CH2:51]2)=[CH:46][CH:45]=1)=[O:9]. The yield is 0.860. (6) The reactants are Cl[CH2:2][C:3]1[N:7]=[C:6]([C:8]2[CH:13]=[CH:12][CH:11]=[C:10]([Cl:14])[CH:9]=2)[O:5][N:4]=1.[Li+].[Br-:16].CC(=O)OCC. The catalyst is C1COCC1. The product is [Br:16][CH2:2][C:3]1[N:7]=[C:6]([C:8]2[CH:13]=[CH:12][CH:11]=[C:10]([Cl:14])[CH:9]=2)[O:5][N:4]=1. The yield is 0.850. (7) The reactants are [OH:1][CH:2]([CH:6]([CH3:8])[CH3:7])[C:3]([OH:5])=[O:4].Br[CH:10]([CH3:14])[C:11](Br)=[O:12].C(N(CC)CC)C. The catalyst is CC(C)=O. The product is [CH3:14][CH:10]1[O:4][C:3](=[O:5])[CH:2]([CH:6]([CH3:8])[CH3:7])[O:1][C:11]1=[O:12]. The yield is 0.350.